From a dataset of Catalyst prediction with 721,799 reactions and 888 catalyst types from USPTO. Predict which catalyst facilitates the given reaction. (1) Reactant: [C:1]([C:5]([NH:7][CH2:8][C:9]1[CH:10]=[CH:11][C:12]([Cl:18])=[C:13]([CH:17]=1)[C:14]([OH:16])=O)=[O:6])([CH3:4])([CH3:3])[CH3:2].[NH2:19][C:20]1[CH:21]=[CH:22][C:23]([CH3:36])=[C:24]([CH:35]=1)[C:25]([NH:27][C:28]1[CH:33]=[CH:32][C:31]([Br:34])=[CH:30][CH:29]=1)=[O:26].CN(C(ON1N=NC2C=CC=NC1=2)=[N+](C)C)C.F[P-](F)(F)(F)(F)F. Product: [CH3:36][C:23]1[CH:22]=[CH:21][C:20]([NH:19][C:14](=[O:16])[C:13]2[CH:17]=[C:9]([CH2:8][NH:7][C:5]([C:1]([CH3:2])([CH3:3])[CH3:4])=[O:6])[CH:10]=[CH:11][C:12]=2[Cl:18])=[CH:35][C:24]=1[C:25]([NH:27][C:28]1[CH:33]=[CH:32][C:31]([Br:34])=[CH:30][CH:29]=1)=[O:26]. The catalyst class is: 1. (2) Reactant: [OH:1][CH:2]1[CH2:9][N:8]2[C:4](=[N:5][C:6]3[CH:13]=[C:12]([N+:14]([O-])=O)[CH:11]=[CH:10][C:7]=32)[CH2:3]1.[ClH:17].[H][H]. Product: [ClH:17].[NH2:14][C:12]1[CH:11]=[CH:10][C:7]2[N:8]3[CH2:9][CH:2]([OH:1])[CH2:3][C:4]3=[N:5][C:6]=2[CH:13]=1. The catalyst class is: 29. (3) Reactant: [CH3:1][C:2]1[N:7]=[C:6]2[S:8][C:9]3[CH2:14][CH2:13][CH2:12][CH2:11][C:10]=3[C:5]2=[C:4]([C:15]2[CH:20]=[CH:19][C:18]([O:21][C:22]([F:25])([F:24])[F:23])=[CH:17][CH:16]=2)[C:3]=1[CH:26]([CH2:31][CH2:32][CH3:33])[C:27]([O:29]C)=[O:28].[OH-].[Na+]. Product: [CH3:1][C:2]1[N:7]=[C:6]2[S:8][C:9]3[CH2:14][CH2:13][CH2:12][CH2:11][C:10]=3[C:5]2=[C:4]([C:15]2[CH:16]=[CH:17][C:18]([O:21][C:22]([F:25])([F:23])[F:24])=[CH:19][CH:20]=2)[C:3]=1[CH:26]([CH2:31][CH2:32][CH3:33])[C:27]([OH:29])=[O:28]. The catalyst class is: 5. (4) Reactant: [OH-:1].[Na+].[OH2:3].[NH2:4][C:5]1[N:10]=[CH:9][N:8]=[C:7]2[N:11]([CH:14]([C:16]3[C:17]([O:32][CH3:33])=[C:18]([C:24]4[CH:29]=[CH:28][N:27]=[C:26]([C:30]#N)[CH:25]=4)[C:19]([CH3:23])=[C:20]([Cl:22])[CH:21]=3)[CH3:15])[N:12]=[CH:13][C:6]=12.Cl. Product: [NH2:4][C:5]1[N:10]=[CH:9][N:8]=[C:7]2[N:11]([CH:14]([C:16]3[C:17]([O:32][CH3:33])=[C:18]([C:24]4[CH:29]=[CH:28][N:27]=[C:26]([C:30]([OH:3])=[O:1])[CH:25]=4)[C:19]([CH3:23])=[C:20]([Cl:22])[CH:21]=3)[CH3:15])[N:12]=[CH:13][C:6]=12. The catalyst class is: 8. (5) Reactant: [Al+3].[Cl-].[Cl-].[Cl-].[H-].[H-].[H-].[H-].[Li+].[Al+3].C([O:13][C:14]([C:16]1([C:19](=[C:21]2[CH2:25][CH2:24][N:23]([CH2:26][C:27]3[CH:32]=[CH:31][CH:30]=[CH:29][CH:28]=3)[C:22]2=O)[OH:20])[CH2:18][CH2:17]1)=O)C.Cl. Product: [CH2:26]([N:23]1[CH2:24][CH2:25][CH:21]([CH:19]([C:16]2([CH2:14][OH:13])[CH2:18][CH2:17]2)[OH:20])[CH2:22]1)[C:27]1[CH:28]=[CH:29][CH:30]=[CH:31][CH:32]=1. The catalyst class is: 1. (6) Reactant: [C:1](=[O:12])([S:9][CH2:10][CH3:11])[O:2][O:3][CH:4](Cl)[CH:5]([CH3:7])[CH3:6].[C:13]([OH:19])(=[O:18])[C:14]([CH3:17])([CH3:16])[CH3:15].C(N(CC)C(C)C)(C)C.O. Product: [C:1](=[O:12])([S:9][CH2:10][CH3:11])[O:2][O:3][CH:4]([O:19][C:13](=[O:18])[C:14]([CH3:17])([CH3:16])[CH3:15])[CH:5]([CH3:7])[CH3:6]. The catalyst class is: 28. (7) Reactant: Cl.[F:2][C:3]1[CH:4]=[N:5][C:6]([C@@H:9]([NH2:11])[CH3:10])=[N:7][CH:8]=1.[Cl:12][C:13]1[N:18]=[C:17](Cl)[N:16]=[C:15]([NH:20][C:21]2[N:22]=[CH:23][N:24]([CH2:26][CH2:27][C:28]3[CH:32]=[CH:31][S:30][CH:29]=3)[CH:25]=2)[N:14]=1. Product: [Cl:12][C:13]1[N:18]=[C:17]([NH:11][C@H:9]([C:6]2[N:7]=[CH:8][C:3]([F:2])=[CH:4][N:5]=2)[CH3:10])[N:16]=[C:15]([NH:20][C:21]2[N:22]=[CH:23][N:24]([CH2:26][CH2:27][C:28]3[CH:32]=[CH:31][S:30][CH:29]=3)[CH:25]=2)[N:14]=1. The catalyst class is: 25. (8) The catalyst class is: 198. Product: [CH3:1][N:2]1[C:6]2[CH:7]=[CH:8][C:9]([N:11]3[CH:16]=[C:15]([C:17]([O:19][CH2:20][CH3:21])=[O:18])[C:14](=[O:22])[N:13]([CH:66]4[C:67]5[C:63](=[CH:62][C:61]([O:60][CH3:59])=[CH:69][CH:68]=5)[CH2:64][CH2:65]4)[C:12]3=[O:23])=[CH:10][C:5]=2[N:4]([CH3:24])[C:3]1=[O:25]. Reactant: [CH3:1][N:2]1[C:6]2[CH:7]=[CH:8][C:9]([N:11]3[CH:16]=[C:15]([C:17]([O:19][CH2:20][CH3:21])=[O:18])[C:14](=[O:22])[NH:13][C:12]3=[O:23])=[CH:10][C:5]=2[N:4]([CH3:24])[C:3]1=[O:25].C1(P(C2C=CC=CC=2)C2C=CC=CC=2)C=CC=CC=1.N(C(OC(C)C)=O)=NC(OC(C)C)=O.[CH3:59][O:60][C:61]1[CH:62]=[C:63]2[C:67](=[CH:68][CH:69]=1)[CH:66](O)[CH2:65][CH2:64]2. (9) The catalyst class is: 6. Reactant: [CH2:1]1[O:3][CH2:2]1.[CH2:4]1O[CH:5]1[CH3:6].[CH2:8](O)C.[CH2:11]([O:13][Si](OCC)(OCC)OCC)C. Product: [C:1]1([OH:3])[CH:2]=[CH:8][CH:4]=[CH:5][CH:6]=1.[CH2:11]=[O:13].